This data is from Reaction yield outcomes from USPTO patents with 853,638 reactions. The task is: Predict the reaction yield, written as a fraction of the theoretical maximum amount of product (1.0 means a 100% yield; for example, 0.34 means a 34% yield). (1) The reactants are [C:1]([C:5]1[N:6]([CH3:27])[CH:7]=[C:8]([C:10]2[CH:15]=[CH:14][N:13]=[C:12]3[N:16](OCC[Si](C)(C)C)[C:17](C)=[CH:18][C:11]=23)[N:9]=1)([CH3:4])([CH3:3])[CH3:2].[C:28]([OH:34])([C:30]([F:33])([F:32])[F:31])=[O:29].CO.[NH4+].[OH-]. No catalyst specified. The product is [F:31][C:30]([F:33])([F:32])[C:28]([OH:34])=[O:29].[C:1]([C:5]1[N:6]([CH3:27])[CH:7]=[C:8]([C:10]2[CH:15]=[CH:14][N:13]=[C:12]3[NH:16][CH:17]=[CH:18][C:11]=23)[N:9]=1)([CH3:4])([CH3:2])[CH3:3]. The yield is 0.900. (2) The reactants are C[O:2][C:3]([C:5]1[CH:10]=[N:9][C:8]([O:11][CH2:12][C:13]2[C:14]([C:18]3[CH:23]=[CH:22][C:21]([Cl:24])=[CH:20][CH:19]=3)=[N:15][O:16][CH:17]=2)=[CH:7][N:6]=1)=[O:4].O.[OH-].[Li+].Cl. The catalyst is C1COCC1.O.CO. The product is [Cl:24][C:21]1[CH:22]=[CH:23][C:18]([C:14]2[C:13]([CH2:12][O:11][C:8]3[N:9]=[CH:10][C:5]([C:3]([OH:4])=[O:2])=[N:6][CH:7]=3)=[CH:17][O:16][N:15]=2)=[CH:19][CH:20]=1. The yield is 0.380. (3) The reactants are [N:1]1([NH:7][C:8]([C:10]2[C:14]([CH3:15])=[C:13]([C:16]3[CH:21]=[CH:20][C:19]([C:22]#[C:23][CH2:24][OH:25])=[CH:18][CH:17]=3)[N:12]([C:26]3[CH:31]=[CH:30][C:29]([Cl:32])=[CH:28][C:27]=3[Cl:33])[N:11]=2)=[O:9])[CH2:6][CH2:5][CH2:4][CH2:3][CH2:2]1.C(Cl)Cl. The catalyst is C1COCC1.[Pd]. The product is [N:1]1([NH:7][C:8]([C:10]2[C:14]([CH3:15])=[C:13]([C:16]3[CH:17]=[CH:18][C:19]([CH2:22][CH2:23][CH2:24][OH:25])=[CH:20][CH:21]=3)[N:12]([C:26]3[CH:31]=[CH:30][C:29]([Cl:32])=[CH:28][C:27]=3[Cl:33])[N:11]=2)=[O:9])[CH2:6][CH2:5][CH2:4][CH2:3][CH2:2]1. The yield is 0.760. (4) The catalyst is C1(C)C=CC=CC=1.Cl[Pd](Cl)(P(C1CCCCC1)(C1CCCCC1)C1C=CC=CC=1C1C(OC)=CC=CC=1OC)P(C1C=CC=CC=1C1C(OC)=CC=CC=1OC)(C1CCCCC1)C1CCCCC1. The reactants are [C:1]([O:5][C:6]([N:8]1[CH2:13][CH2:12][C:11](=[CH:14]Br)[CH2:10][CH2:9]1)=[O:7])([CH3:4])([CH3:3])[CH3:2].[C:16]([O:20][C:21]([N:23]1[C:31]2[C:26](=[CH:27][CH:28]=[C:29]([O:32][CH3:33])[CH:30]=2)[CH:25]=[C:24]1B(O)O)=[O:22])([CH3:19])([CH3:18])[CH3:17].P([O-])([O-])([O-])=O.[K+].[K+].[K+]. The yield is 0.915. The product is [C:1]([O:5][C:6]([N:8]1[CH2:13][CH2:12][C:11](=[CH:14][C:24]2[N:23]([C:21]([O:20][C:16]([CH3:19])([CH3:18])[CH3:17])=[O:22])[C:31]3[C:26]([CH:25]=2)=[CH:27][CH:28]=[C:29]([O:32][CH3:33])[CH:30]=3)[CH2:10][CH2:9]1)=[O:7])([CH3:4])([CH3:3])[CH3:2]. (5) The reactants are [Cl:1][C:2]1[CH:7]=[CH:6][C:5]([S:8]([C:10]2[C:11]([C:36]#[N:37])=[C:12]([C:26]3[CH:31]=[CH:30][N:29]=[C:28]([NH:32][C:33](=[O:35])[CH3:34])[CH:27]=3)[S:13][C:14]=2[C:15]2[N:19]=[CH:18][N:17](C3CCCCO3)[N:16]=2)=[O:9])=[CH:4][CH:3]=1.C(O)(C(F)(F)F)=O. No catalyst specified. The product is [Cl:1][C:2]1[CH:7]=[CH:6][C:5]([S:8]([C:10]2[C:11]([C:36]#[N:37])=[C:12]([C:26]3[CH:31]=[CH:30][N:29]=[C:28]([NH:32][C:33](=[O:35])[CH3:34])[CH:27]=3)[S:13][C:14]=2[C:15]2[NH:19][CH:18]=[N:17][N:16]=2)=[O:9])=[CH:4][CH:3]=1. The yield is 0.419. (6) The reactants are [CH3:1][C@@H:2]([CH2:6][CH2:7][CH2:8][C:9]1[CH:14]=[CH:13][CH:12]=[CH:11][CH:10]=1)[C:3]([OH:5])=[O:4].[CH2:15](O)[CH3:16]. The catalyst is S(=O)(=O)(O)O. The product is [CH3:1][C@@H:2]([CH2:6][CH2:7][CH2:8][C:9]1[CH:10]=[CH:11][CH:12]=[CH:13][CH:14]=1)[C:3]([O:5][CH2:15][CH3:16])=[O:4]. The yield is 0.910.